Dataset: Forward reaction prediction with 1.9M reactions from USPTO patents (1976-2016). Task: Predict the product of the given reaction. Given the reactants O.[C:2]1([C:8](B(O)O)=[CH2:9])[CH:7]=[CH:6][CH:5]=[CH:4][CH:3]=1.Cl[C:14]1[N:19]=[C:18]2[S:20][C:21]([CH3:23])=[N:22][C:17]2=[CH:16][CH:15]=1.O1CCOCC1.C(=O)([O-])[O-].[K+].[K+], predict the reaction product. The product is: [CH3:23][C:21]1[S:20][C:18]2[C:17]([N:22]=1)=[CH:16][CH:15]=[C:14]([C:8]([C:2]1[CH:7]=[CH:6][CH:5]=[CH:4][CH:3]=1)=[CH2:9])[N:19]=2.